Dataset: Full USPTO retrosynthesis dataset with 1.9M reactions from patents (1976-2016). Task: Predict the reactants needed to synthesize the given product. (1) The reactants are: CN(C(ON1N=NC2C=CC=NC1=2)=[N+](C)C)C.F[P-](F)(F)(F)(F)F.[I:25][C:26]1[NH:30][C:29]([C@@H:31]2[CH2:36][C@@H:35]3[C@@H:33]([CH2:34]3)[NH:32]2)=[N:28][CH:27]=1.[CH3:37][O:38][C:39]([NH:41][C@@H:42]([CH:46]1[CH2:51][CH2:50][O:49][CH2:48][CH2:47]1)[C:43](O)=[O:44])=[O:40].CCN(C(C)C)C(C)C. Given the product [I:25][C:26]1[NH:30][C:29]([C@@H:31]2[CH2:36][C@@H:35]3[C@@H:33]([CH2:34]3)[N:32]2[C:43](=[O:44])[C@@H:42]([NH:41][C:39](=[O:40])[O:38][CH3:37])[CH:46]2[CH2:51][CH2:50][O:49][CH2:48][CH2:47]2)=[N:28][CH:27]=1, predict the reactants needed to synthesize it. (2) Given the product [C:1]([O:5][C:6]([N:8]1[CH2:12][CH2:11][CH2:10][CH:9]1[C:13]1[NH:17][C:16]2[CH:18]=[C:19]([C:41]3[CH:42]=[CH:43][C:38]([C:35]4[CH:36]=[CH:37][C:32]([B:23]5[O:27][C:26]([CH3:29])([CH3:28])[C:25]([CH3:31])([CH3:30])[O:24]5)=[CH:33][CH:34]=4)=[CH:39][CH:40]=3)[CH:20]=[CH:21][C:15]=2[N:14]=1)=[O:7])([CH3:4])([CH3:3])[CH3:2], predict the reactants needed to synthesize it. The reactants are: [C:1]([O:5][C:6]([N:8]1[CH2:12][CH2:11][CH2:10][CH:9]1[C:13]1[NH:17][C:16]2[CH:18]=[C:19](Br)[CH:20]=[CH:21][C:15]=2[N:14]=1)=[O:7])([CH3:4])([CH3:3])[CH3:2].[B:23]1([C:32]2[CH:37]=[CH:36][C:35]([C:38]3[CH:43]=[CH:42][C:41](B4OC(C)(C)C(C)(C)O4)=[CH:40][CH:39]=3)=[CH:34][CH:33]=2)[O:27][C:26]([CH3:29])([CH3:28])[C:25]([CH3:31])([CH3:30])[O:24]1.C(=O)([O-])[O-].[K+].[K+]. (3) Given the product [OH:6][C@@H:5]([C:7]1[N:8]=[CH:9][C:10]([NH:13][C:14](=[O:34])[C@@H:15]([N:20]2[CH2:28][C:27]3[C:22](=[CH:23][CH:24]=[CH:25][C:26]=3[C:29]([F:32])([F:30])[F:31])[C:21]2=[O:33])[CH2:16][CH:17]([CH3:19])[CH3:18])=[N:11][CH:12]=1)[CH2:4][OH:3], predict the reactants needed to synthesize it. The reactants are: CC1(C)[O:6][C@@H:5]([C:7]2[N:8]=[CH:9][C:10]([NH:13][C:14](=[O:34])[C@@H:15]([N:20]3[CH2:28][C:27]4[C:22](=[CH:23][CH:24]=[CH:25][C:26]=4[C:29]([F:32])([F:31])[F:30])[C:21]3=[O:33])[CH2:16][CH:17]([CH3:19])[CH3:18])=[N:11][CH:12]=2)[CH2:4][O:3]1.Cl.